Dataset: Full USPTO retrosynthesis dataset with 1.9M reactions from patents (1976-2016). Task: Predict the reactants needed to synthesize the given product. Given the product [NH2:9][C@H:10]([C:15]([N:17]1[CH2:18][CH2:19][N:20]([C:23]([O:25][CH2:26][C:27]2[CH:32]=[CH:31][CH:30]=[CH:29][CH:28]=2)=[O:24])[CH2:21][CH2:22]1)=[O:16])[CH2:11][CH:12]([CH3:14])[CH3:13], predict the reactants needed to synthesize it. The reactants are: Cl.CC(OC([NH:9][C@H:10]([C:15]([N:17]1[CH2:22][CH2:21][N:20]([C:23]([O:25][CH2:26][C:27]2[CH:32]=[CH:31][CH:30]=[CH:29][CH:28]=2)=[O:24])[CH2:19][CH2:18]1)=[O:16])[CH2:11][CH:12]([CH3:14])[CH3:13])=O)(C)C.